The task is: Predict the reactants needed to synthesize the given product.. This data is from Full USPTO retrosynthesis dataset with 1.9M reactions from patents (1976-2016). (1) Given the product [F:20][C:14]1[CH:15]=[C:16]([F:19])[CH:17]=[CH:18][C:13]=1[S:10]([NH:9][C:4]1[CH:3]=[C:2]([B:21]2[O:25][C:24]([CH3:27])([CH3:26])[C:23]([CH3:29])([CH3:28])[O:22]2)[CH:7]=[C:6]([OH:8])[CH:5]=1)(=[O:12])=[O:11], predict the reactants needed to synthesize it. The reactants are: Br[C:2]1[CH:3]=[C:4]([NH:9][S:10]([C:13]2[CH:18]=[CH:17][C:16]([F:19])=[CH:15][C:14]=2[F:20])(=[O:12])=[O:11])[CH:5]=[C:6]([OH:8])[CH:7]=1.[B:21]1([B:21]2[O:25][C:24]([CH3:27])([CH3:26])[C:23]([CH3:29])([CH3:28])[O:22]2)[O:25][C:24]([CH3:27])([CH3:26])[C:23]([CH3:29])([CH3:28])[O:22]1.C([O-])(=O)C.[K+].O. (2) The reactants are: [H-].[Na+].[Cl-:3].[CH3:4][Si:5]([CH3:30])([CH3:29])[CH2:6][CH2:7][O:8][CH2:9][P+](C1C=CC=CC=1)(C1C=CC=CC=1)C1C=CC=CC=1.[CH2:31]([O:33][C:34]([C:36]1[C:40]([CH:41]=O)=[C:39]([C:43]2[CH:48]=[CH:47][C:46](Cl)=[CH:45][CH:44]=2)[N:38]([C:50]2[CH:55]=[CH:54][CH:53]=[CH:52][C:51]=2Cl)N=1)=[O:35])[CH3:32].[Cl-:57].[NH4+:58]. Given the product [CH2:31]([O:33][C:34]([C:36]1[C:40]([CH:41]=[CH:9][O:8][CH2:7][CH2:6][Si:5]([CH3:30])([CH3:29])[CH3:4])=[C:39]([C:43]2[CH:48]=[CH:47][C:46]([Cl:3])=[CH:45][CH:44]=2)[N:38]([C:50]2[CH:55]=[CH:54][CH:53]=[CH:52][C:51]=2[Cl:57])[N:58]=1)=[O:35])[CH3:32], predict the reactants needed to synthesize it. (3) Given the product [CH2:14]([C:2]1([N:1]2[C:26](=[O:39])[C:27]3[C:32](=[C:31]([F:35])[C:30]([F:36])=[C:29]([F:37])[C:28]=3[F:38])[C:33]2=[O:34])[C:7](=[O:8])[N:6]([CH:9]([CH3:11])[CH3:10])[C:5](=[O:12])[NH:4][C:3]1=[O:13])[CH3:15], predict the reactants needed to synthesize it. The reactants are: [NH2:1][C:2]1([CH2:14][CH3:15])[C:7](=[O:8])[N:6]([CH:9]([CH3:11])[CH3:10])[C:5](=[O:12])[NH:4][C:3]1=[O:13].C(N1C(=O)C(C)(N2[C:33](=[O:34])[C:32]3[C:27](=[C:28]([F:38])[C:29]([F:37])=[C:30]([F:36])[C:31]=3[F:35])[C:26]2=[O:39])C(=O)NC1=O)C. (4) Given the product [NH2:19][CH2:18][C:11]1[C:12](=[O:17])[NH:13][C:14]([CH3:16])=[CH:15][C:10]=1[CH2:9][O:8][Si:1]([C:4]([CH3:6])([CH3:5])[CH3:7])([CH3:2])[CH3:3], predict the reactants needed to synthesize it. The reactants are: [Si:1]([O:8][CH2:9][C:10]1[CH:15]=[C:14]([CH3:16])[NH:13][C:12](=[O:17])[C:11]=1[C:18]#[N:19])([C:4]([CH3:7])([CH3:6])[CH3:5])([CH3:3])[CH3:2].N.[H][H]. (5) Given the product [Br:1][C:2]1[CH:8]=[C:7]([F:9])[CH:6]=[CH:5][C:3]=1[NH:4][S:17]([CH3:16])(=[O:19])=[O:18], predict the reactants needed to synthesize it. The reactants are: [Br:1][C:2]1[CH:8]=[C:7]([F:9])[CH:6]=[CH:5][C:3]=1[NH2:4].N1C=CC=CC=1.[CH3:16][S:17](Cl)(=[O:19])=[O:18].O. (6) Given the product [Cl:23][C:5]1[CH:6]=[C:7]([C:8]([NH:10][C@H:11]([C:13]2[CH:22]=[CH:21][C:16]([C:17]([O:19][CH3:20])=[O:18])=[CH:15][CH:14]=2)[CH3:12])=[O:9])[C:2]([N:33]([CH3:34])[CH2:32][CH2:31][C:28]2[CH:29]=[CH:30][CH:25]=[CH:26][CH:27]=2)=[N:3][CH:4]=1, predict the reactants needed to synthesize it. The reactants are: Cl[C:2]1[C:7]([C:8]([NH:10][C@H:11]([C:13]2[CH:22]=[CH:21][C:16]([C:17]([O:19][CH3:20])=[O:18])=[CH:15][CH:14]=2)[CH3:12])=[O:9])=[CH:6][C:5]([Cl:23])=[CH:4][N:3]=1.Cl[C:25]1[CH:30]=[CH:29][C:28]([CH2:31][CH2:32][NH2:33])=[CH:27][CH:26]=1.[C:34](=O)([O-])[O-].[K+].[K+].